Dataset: Forward reaction prediction with 1.9M reactions from USPTO patents (1976-2016). Task: Predict the product of the given reaction. (1) Given the reactants C(N[C:5]1[C:14]([N+:15]([O-:17])=[O:16])=[CH:13][CH:12]=[CH:11][C:6]=1[C:7]([O:9]C)=[O:8])(=O)C.[OH-].[K+].Cl.N([O-])=O.[Na+].[I-:25].[K+].II, predict the reaction product. The product is: [I:25][C:5]1[C:14]([N+:15]([O-:17])=[O:16])=[CH:13][CH:12]=[CH:11][C:6]=1[C:7]([OH:9])=[O:8]. (2) Given the reactants C([O:8][C:9]1[C:13]([O:14]CC2C=CC=CC=2)=[C:12]([C:22](=[O:26])[N:23]([CH3:25])[CH3:24])[N:11]([C:27]2[CH:32]=[CH:31][C:30]([O:33][CH3:34])=[CH:29][CH:28]=2)[C:10]=1[S:35]([NH:38][C:39](=[O:45])[O:40][C:41]([CH3:44])([CH3:43])[CH3:42])(=[O:37])=[O:36])C1C=CC=CC=1, predict the reaction product. The product is: [CH3:25][N:23]([CH3:24])[C:22]([C:12]1[N:11]([C:27]2[CH:28]=[CH:29][C:30]([O:33][CH3:34])=[CH:31][CH:32]=2)[C:10]([S:35]([NH:38][C:39](=[O:45])[O:40][C:41]([CH3:43])([CH3:44])[CH3:42])(=[O:36])=[O:37])=[C:9]([OH:8])[C:13]=1[OH:14])=[O:26]. (3) Given the reactants O.[NH2:2][NH2:3].[Br:4][C:5]1[CH:6]=[CH:7][C:8](Cl)=[N:9][CH:10]=1, predict the reaction product. The product is: [Br:4][C:5]1[CH:6]=[CH:7][C:8]([NH:2][NH2:3])=[N:9][CH:10]=1. (4) Given the reactants Br[C:2]1[CH:3]=[C:4]2[C:8](=[N:9][CH:10]=1)[NH:7][CH:6]=[CH:5]2.N1C2C(=CC=CN=2)C=C1.[CH3:20][O:21][C:22]1[CH:23]=[C:24](B(O)O)[CH:25]=[CH:26][C:27]=1[O:28][CH3:29].O1CCCC1, predict the reaction product. The product is: [CH3:20][O:21][C:22]1[CH:23]=[C:24]([C:2]2[CH:3]=[C:4]3[CH:5]=[CH:6][NH:7][C:8]3=[N:9][CH:10]=2)[CH:25]=[CH:26][C:27]=1[O:28][CH3:29]. (5) Given the reactants [CH2:1]([NH:8][CH:9]1[CH2:18][CH2:17][C:16]2[C:11](=[CH:12][CH:13]=[C:14](Br)[CH:15]=2)[CH2:10]1)[C:2]1[CH:7]=[CH:6][CH:5]=[CH:4][CH:3]=1.[NH:20]1[CH2:24][CH2:23][CH2:22][C@H:21]1[CH2:25][N:26]1[CH2:30][CH2:29][CH2:28][CH2:27]1.BrC1C=C2C(=CC=1)C[C:37](=[O:42])CC2.C(N)C1C=CC=CC=1, predict the reaction product. The product is: [CH2:1]([NH:8][CH:9]1[CH2:18][CH2:17][C:16]2[CH:15]=[C:14]([C:37]([N:20]3[CH2:24][CH2:23][CH2:22][CH:21]3[CH2:25][N:26]3[CH2:30][CH2:29][CH2:28][CH2:27]3)=[O:42])[CH:13]=[CH:12][C:11]=2[CH2:10]1)[C:2]1[CH:7]=[CH:6][CH:5]=[CH:4][CH:3]=1. (6) Given the reactants [CH3:1][O-].[Na+].Cl[CH2:5][CH2:6][CH2:7][C:8]([NH:10][C:11]1[CH:16]=[C:15]([O:17][C:18]2[C:19]([NH2:25])=[N:20][C:21](N)=[N:22][CH:23]=2)[C:14]([CH:26]([CH3:28])[CH3:27])=[CH:13][C:12]=1[O:29][CH3:30])=[O:9], predict the reaction product. The product is: [NH2:25][C:19]1[C:18]([O:17][C:15]2[C:14]([CH:26]([CH3:28])[CH3:27])=[CH:13][C:12]([O:29][CH3:30])=[C:11]([N:10]3[CH2:5][CH2:6][CH2:7][C:8]3=[O:9])[CH:16]=2)=[CH:23][N:22]=[C:21]([CH3:1])[N:20]=1. (7) Given the reactants NC1C=CC=CC=1.CCN=C=NCCCN(C)C.[Cl:19][C:20]1[CH:30]=[CH:29][C:23]([O:24][CH2:25][C:26]([OH:28])=O)=[C:22]([CH3:31])[CH:21]=1.[NH:32]1[C:41]2[C:36](=[CH:37][CH:38]=[CH:39][CH:40]=2)[CH2:35][CH2:34][CH2:33]1, predict the reaction product. The product is: [Cl:19][C:20]1[CH:30]=[CH:29][C:23]([O:24][CH2:25][C:26]([N:32]2[C:41]3[C:36](=[CH:37][CH:38]=[CH:39][CH:40]=3)[CH2:35][CH2:34][CH2:33]2)=[O:28])=[C:22]([CH3:31])[CH:21]=1.